Dataset: Reaction yield outcomes from USPTO patents with 853,638 reactions. Task: Predict the reaction yield, written as a fraction of the theoretical maximum amount of product (1.0 means a 100% yield; for example, 0.34 means a 34% yield). The reactants are [CH3:1][C:2]([CH3:22])([CH3:21])[C:3]#[C:4][C:5]1[CH:10]=[C:9]([N+:11]([O-:13])=[O:12])[C:8](F)=[CH:7][C:6]=1[NH:15]C(=O)CCC.[CH3:23][C:24]([O-:27])([CH3:26])[CH3:25].[K+].O. The catalyst is CN(C=O)C. The product is [C:24]([O:27][C:8]1[CH:7]=[C:6]2[C:5]([CH:4]=[C:3]([C:2]([CH3:1])([CH3:21])[CH3:22])[NH:15]2)=[CH:10][C:9]=1[N+:11]([O-:13])=[O:12])([CH3:26])([CH3:25])[CH3:23]. The yield is 0.210.